Dataset: Full USPTO retrosynthesis dataset with 1.9M reactions from patents (1976-2016). Task: Predict the reactants needed to synthesize the given product. (1) Given the product [CH2:2]([N:9]1[CH:18]([C:19]2[CH:20]=[CH:21][C:22]([C:25]([F:28])([F:26])[F:27])=[CH:23][CH:24]=2)[C:17]2[N:16]=[CH:15][CH:14]=[CH:13][C:12]=2[C:11]([CH3:29])=[CH:10]1)[C:3]1[CH:8]=[CH:7][CH:6]=[CH:5][CH:4]=1, predict the reactants needed to synthesize it. The reactants are: [Br-].[CH2:2]([N:9]1[C:18]([C:19]2[CH:24]=[CH:23][C:22]([C:25]([F:28])([F:27])[F:26])=[CH:21][CH:20]=2)=[C:17]2[C:12]([CH:13]=[CH:14][CH:15]=[NH+:16]2)=[C:11]([CH3:29])[CH2:10]1)[C:3]1[CH:8]=[CH:7][CH:6]=[CH:5][CH:4]=1.[BH4-].[Na+]. (2) Given the product [C:1]([C:3]1[CH:45]=[CH:44][C:6]2[NH:7][C:8]([C:10]([C:13]3[C:21]([O:22][CH2:23][C:24]([OH:26])=[O:25])=[CH:20][C:19]([CH3:28])=[C:18]4[C:14]=3[CH:15]=[CH:16][NH:17]4)([OH:12])[CH3:11])=[N:9][C:5]=2[CH:4]=1)#[N:2], predict the reactants needed to synthesize it. The reactants are: [C:1]([C:3]1[CH:45]=[CH:44][C:6]2[N:7](COCC[Si](C)(C)C)[C:8]([C:10]([C:13]3[C:21]([O:22][CH2:23][C:24]([O:26]C)=[O:25])=[CH:20][C:19]([CH3:28])=[C:18]4[C:14]=3[CH:15]=[CH:16][N:17]4C(OC(C)(C)C)=O)([OH:12])[CH3:11])=[N:9][C:5]=2[CH:4]=1)#[N:2].C(C1C=CC2N=C(C(C3C(OCC(OC)=O)=CC(C)=C4C=3C=CN4C(OC(C)(C)C)=O)(O)C)N(COCC[Si](C)(C)C)C=2C=1)#N. (3) Given the product [Cl:16][C:17]1[CH:18]=[C:19]([NH:23][C:24]([N:13]2[CH2:14][CH2:15][C:10]3[N:9]=[CH:8][N:7]([C:1]4[CH:2]=[CH:3][CH:4]=[CH:5][CH:6]=4)[C:11]=3[CH2:12]2)=[O:25])[CH:20]=[CH:21][CH:22]=1, predict the reactants needed to synthesize it. The reactants are: [C:1]1([N:7]2[C:11]3[CH2:12][NH:13][CH2:14][CH2:15][C:10]=3[N:9]=[CH:8]2)[CH:6]=[CH:5][CH:4]=[CH:3][CH:2]=1.[Cl:16][C:17]1[CH:22]=[CH:21][CH:20]=[C:19]([N:23]=[C:24]=[O:25])[CH:18]=1.O. (4) Given the product [CH2:37]([N:33]([CH2:34][CH2:35][CH3:36])[CH2:32][CH2:31][CH2:30][CH2:29][N:27]([CH2:26][C:6]1[CH:7]=[CH:8][C:9]([CH2:11][N:12]([CH2:20][C:21]2[NH:22][CH:23]=[CH:24][N:25]=2)[CH2:13][C:14]2[N:15]([CH3:19])[CH:16]=[CH:17][N:18]=2)=[CH:10][C:5]=1[C:4]([OH:40])=[O:3])[CH3:28])[CH2:38][CH3:39], predict the reactants needed to synthesize it. The reactants are: C([O:3][C:4](=[O:40])[C:5]1[CH:10]=[C:9]([CH2:11][N:12]([CH2:20][C:21]2[NH:22][CH:23]=[CH:24][N:25]=2)[CH2:13][C:14]2[N:15]([CH3:19])[CH:16]=[CH:17][N:18]=2)[CH:8]=[CH:7][C:6]=1[CH2:26][N:27]([CH2:29][CH2:30][CH2:31][CH2:32][N:33]([CH2:37][CH2:38][CH3:39])[CH2:34][CH2:35][CH3:36])[CH3:28])C.Cl. (5) Given the product [NH:42]1[CH2:43][CH2:44][CH2:45][N:46]=[C:41]1[NH:40][C:39]([C:34]1[CH:35]=[CH:36][CH:37]=[CH:38][C:33]=1[S:30]([NH:29][C@@H:7]([CH2:8][NH:9][C:10](=[O:28])[C:11]1[CH:16]=[CH:15][C:14]([CH2:17][CH2:18][C:19](=[O:27])[NH:20][C:21]2[NH:26][CH2:25][CH2:24][CH2:23][N:22]=2)=[CH:13][CH:12]=1)[C:6]([OH:48])=[O:5])(=[O:32])=[O:31])=[O:47], predict the reactants needed to synthesize it. The reactants are: C([O:5][C:6](=[O:48])[C@@H:7]([NH:29][S:30]([C:33]1[CH:38]=[CH:37][CH:36]=[CH:35][C:34]=1[C:39](=[O:47])[NH:40][C:41]1[NH:42][CH2:43][CH2:44][CH2:45][N:46]=1)(=[O:32])=[O:31])[CH2:8][NH:9][C:10](=[O:28])[C:11]1[CH:16]=[CH:15][C:14]([CH2:17][CH2:18][C:19](=[O:27])[NH:20][C:21]2[NH:22][CH2:23][CH2:24][CH2:25][N:26]=2)=[CH:13][CH:12]=1)(C)(C)C.FC(F)(F)C(O)=O. (6) Given the product [CH3:38][N:39]([CH2:1][C:3]1[CH:4]=[CH:5][C:6]([CH:9]2[NH:21][C:19]3[C:20]4[C:11](=[N:12][NH:13][C:14](=[O:22])[C:15]=4[CH:16]=[CH:17][CH:18]=3)[CH:10]2[C:23]2[CH:24]=[CH:25][C:26]([C:27]([N:29]([CH3:30])[CH3:31])=[O:28])=[CH:32][CH:33]=2)=[CH:7][CH:8]=1)[CH3:40], predict the reactants needed to synthesize it. The reactants are: [CH:1]([C:3]1[CH:8]=[CH:7][C:6]([CH:9]2[NH:21][C:19]3[C:20]4[C:11](=[N:12][NH:13][C:14](=[O:22])[C:15]=4[CH:16]=[CH:17][CH:18]=3)[CH:10]2[C:23]2[CH:33]=[CH:32][C:26]([C:27]([N:29]([CH3:31])[CH3:30])=[O:28])=[CH:25][CH:24]=2)=[CH:5][CH:4]=1)=O.C(O)(=O)C.[CH3:38][NH:39][CH3:40].[BH4-].[Na+]. (7) Given the product [C:12]([O:20][C@H:21]1[CH2:41][CH2:40][C@@:39]2([CH3:42])[C:23](=[CH:24][CH:25]=[C:26]3[C@@H:38]2[CH2:37][CH2:36][C@@:35]2([CH3:43])[C@H:27]3[CH2:28][CH2:29][C@@H:30]2[C@@H:31]([CH2:32][O:33][S:7]([C:4]2[CH:5]=[CH:6][C:1]([CH3:11])=[CH:2][CH:3]=2)(=[O:9])=[O:8])[CH3:34])[C:22]1([CH3:44])[CH3:45])(=[O:19])[C:13]1[CH:18]=[CH:17][CH:16]=[CH:15][CH:14]=1, predict the reactants needed to synthesize it. The reactants are: [C:1]1([CH3:11])[CH:6]=[CH:5][C:4]([S:7](Cl)(=[O:9])=[O:8])=[CH:3][CH:2]=1.[C:12]([O:20][C@H:21]1[CH2:41][CH2:40][C@@:39]2([CH3:42])[C:23](=[CH:24][CH:25]=[C:26]3[C@@H:38]2[CH2:37][CH2:36][C@@:35]2([CH3:43])[C@H:27]3[CH2:28][CH2:29][C@@H:30]2[C@H:31]([CH3:34])[CH2:32][OH:33])[C:22]1([CH3:45])[CH3:44])(=[O:19])[C:13]1[CH:18]=[CH:17][CH:16]=[CH:15][CH:14]=1. (8) Given the product [C:1]([O-:15])(=[O:14])[CH2:2][CH2:3][NH:4][C:5](=[O:13])[C@H:6]([C:8]([CH2:11][OH:12])([CH3:10])[CH3:9])[OH:7].[Ca+2:16].[C:1]([O-:15])(=[O:14])[CH2:2][CH2:3][NH:4][C:5](=[O:13])[C@H:6]([C:8]([CH2:11][OH:12])([CH3:10])[CH3:9])[OH:7], predict the reactants needed to synthesize it. The reactants are: [C:1]([OH:15])(=[O:14])[CH2:2][CH2:3][NH:4][C:5](=[O:13])[C@H:6]([C:8]([CH2:11][OH:12])([CH3:10])[CH3:9])[OH:7].[Ca:16].C(=O)([O-])[O-].[Ca+2]. (9) Given the product [BrH:1].[Br:16][C:13]1[CH:12]=[N:11][C:10]2[N:15]([CH2:2][C:3]([C:4]([F:7])([F:6])[F:5])([OH:8])[N:9]=2)[CH:14]=1, predict the reactants needed to synthesize it. The reactants are: [Br:1][CH2:2][C:3](=[O:8])[C:4]([F:7])([F:6])[F:5].[NH2:9][C:10]1[N:15]=[CH:14][C:13]([Br:16])=[CH:12][N:11]=1. (10) Given the product [N:1]1([C:13]2[N:14]=[C:15]([N:32]3[CH2:33][CH2:34][O:35][CH2:36][CH2:37]3)[C:16]3[S:21][C:20]([CH2:22][N:23]4[CH2:24][CH2:25][CH:26]([N:29]([CH3:31])[CH3:30])[CH2:27][CH2:28]4)=[CH:19][C:17]=3[N:18]=2)[C:9]2[C:4](=[CH:5][CH:6]=[CH:7][CH:8]=2)[CH:3]=[N:2]1, predict the reactants needed to synthesize it. The reactants are: [NH:1]1[C:9]2[C:4](=[CH:5][CH:6]=[CH:7][CH:8]=2)[CH:3]=[N:2]1.[H-].[Na+].Cl[C:13]1[N:14]=[C:15]([N:32]2[CH2:37][CH2:36][O:35][CH2:34][CH2:33]2)[C:16]2[S:21][C:20]([CH2:22][N:23]3[CH2:28][CH2:27][CH:26]([N:29]([CH3:31])[CH3:30])[CH2:25][CH2:24]3)=[CH:19][C:17]=2[N:18]=1.